From a dataset of Forward reaction prediction with 1.9M reactions from USPTO patents (1976-2016). Predict the product of the given reaction. (1) Given the reactants C1(P(C2C=CC=CC=2)C2C=CC=CC=2)C=CC=CC=1.[CH2:20](O)[C:21]1[O:25][CH:24]=[CH:23][CH:22]=1.[Cl:27][C:28]1[CH:35]=[C:34]([C:36]2[C:37]([CH3:42])=[N:38][NH:39][C:40]=2[CH3:41])[CH:33]=[CH:32][C:29]=1[C:30]#[N:31].N(C(OC(C)(C)C)=O)=NC(OC(C)(C)C)=O, predict the reaction product. The product is: [Cl:27][C:28]1[CH:35]=[C:34]([C:36]2[C:40]([CH3:41])=[N:39][N:38]([CH2:20][C:21]3[O:25][CH:24]=[CH:23][CH:22]=3)[C:37]=2[CH3:42])[CH:33]=[CH:32][C:29]=1[C:30]#[N:31]. (2) Given the reactants [F:1][C:2]1[CH:3]=[C:4]([C@@H:9]2[CH2:13][N:12]([CH2:14][CH2:15][O:16][CH3:17])[CH2:11][C@H:10]2[NH:18][C:19](=[O:37])[NH:20][C:21]2[N:25]([C:26]3[CH:31]=[CH:30][CH:29]=[CH:28][CH:27]=3)[N:24]=[CH:23][C:22]=2[C:32](OCC)=[O:33])[CH:5]=[CH:6][C:7]=1[F:8].[H-].[Al+3].[Li+].[H-].[H-].[H-], predict the reaction product. The product is: [F:1][C:2]1[CH:3]=[C:4]([C@@H:9]2[CH2:13][N:12]([CH2:14][CH2:15][O:16][CH3:17])[CH2:11][C@H:10]2[NH:18][C:19]([NH:20][C:21]2[N:25]([C:26]3[CH:31]=[CH:30][CH:29]=[CH:28][CH:27]=3)[N:24]=[CH:23][C:22]=2[CH2:32][OH:33])=[O:37])[CH:5]=[CH:6][C:7]=1[F:8]. (3) Given the reactants Cl.[F:2][C:3]1[CH:4]=[CH:5][C:6]([O:26][CH2:27][CH2:28][N:29]2[CH2:34][CH2:33][O:32][CH2:31][CH2:30]2)=[C:7]([C@H:9]2[CH2:13][CH2:12][CH2:11][N:10]2[C:14]2[CH:19]=[CH:18][N:17]3[N:20]=[CH:21][C:22]([C:23]([OH:25])=O)=[C:16]3[N:15]=2)[CH:8]=1.[CH:35]1([NH2:38])[CH2:37][CH2:36]1, predict the reaction product. The product is: [CH:35]1([NH:38][C:23]([C:22]2[CH:21]=[N:20][N:17]3[CH:18]=[CH:19][C:14]([N:10]4[CH2:11][CH2:12][CH2:13][C@@H:9]4[C:7]4[CH:8]=[C:3]([F:2])[CH:4]=[CH:5][C:6]=4[O:26][CH2:27][CH2:28][N:29]4[CH2:34][CH2:33][O:32][CH2:31][CH2:30]4)=[N:15][C:16]=23)=[O:25])[CH2:37][CH2:36]1. (4) Given the reactants Cl[C:2]1[C:7]([C:8]([O:10][CH3:11])=[O:9])=[CH:6][N:5]=[C:4]([C:12]2[CH:17]=[CH:16][CH:15]=[C:14]([F:18])[C:13]=2[F:19])[CH:3]=1.[Cl:20][C:21]1[CH:26]=[C:25]([O:27][CH3:28])[CH:24]=[CH:23][C:22]=1[OH:29], predict the reaction product. The product is: [Cl:20][C:21]1[CH:26]=[C:25]([O:27][CH3:28])[CH:24]=[CH:23][C:22]=1[O:29][C:2]1[C:7]([C:8]([O:10][CH3:11])=[O:9])=[CH:6][N:5]=[C:4]([C:12]2[CH:17]=[CH:16][CH:15]=[C:14]([F:18])[C:13]=2[F:19])[CH:3]=1. (5) Given the reactants [CH3:1][CH:2]([O:4][C:5]1[CH:12]=[CH:11][C:10]([C:13]2[S:14][C:15]([N:18]3[C:26]([CH3:27])=[C:21]4[CH2:22][NH:23][CH2:24][CH2:25][C:20]4=[N:19]3)=[N:16][N:17]=2)=[CH:9][C:6]=1[C:7]#[N:8])[CH3:3].Br[CH2:29][CH2:30][OH:31].C(=O)([O-])[O-].[K+].[K+], predict the reaction product. The product is: [OH:31][CH2:30][CH2:29][N:23]1[CH2:24][CH2:25][C:20]2=[N:19][N:18]([C:15]3[S:14][C:13]([C:10]4[CH:11]=[CH:12][C:5]([O:4][CH:2]([CH3:1])[CH3:3])=[C:6]([CH:9]=4)[C:7]#[N:8])=[N:17][N:16]=3)[C:26]([CH3:27])=[C:21]2[CH2:22]1. (6) Given the reactants [CH3:1][C@H:2]1[O:7][C@@H:6]([CH3:8])[CH2:5][N:4]([CH2:9][C:10]2[S:11][CH:12]=[C:13]([C:15]([NH:17][C:18]3[CH:26]=[C:25](B4OC(C)(C)CC(C)(C)O4)[CH:24]=[C:23]4[C:19]=3[CH:20]=[N:21][N:22]4[CH3:37])=[O:16])[N:14]=2)[CH2:3]1.Br[C:39]1[CH:40]=[C:41]([NH:46][S:47]([CH3:50])(=[O:49])=[O:48])[C:42]([Cl:45])=[N:43][CH:44]=1.P([O-])([O-])([O-])=O.[K+].[K+].[K+].O1CCOCC1, predict the reaction product. The product is: [Cl:45][C:42]1[N:43]=[CH:44][C:39]([C:25]2[CH:24]=[C:23]3[C:19]([CH:20]=[N:21][N:22]3[CH3:37])=[C:18]([NH:17][C:15]([C:13]3[N:14]=[C:10]([CH2:9][N:4]4[CH2:5][C@H:6]([CH3:8])[O:7][C@H:2]([CH3:1])[CH2:3]4)[S:11][CH:12]=3)=[O:16])[CH:26]=2)=[CH:40][C:41]=1[NH:46][S:47]([CH3:50])(=[O:49])=[O:48]. (7) The product is: [F:7][C:8]1[CH:9]=[CH:10][C:11]([NH:14][NH:15][C:5]([NH:4][CH:1]([CH3:3])[CH3:2])=[O:6])=[N:12][CH:13]=1. Given the reactants [CH:1]([N:4]=[C:5]=[O:6])([CH3:3])[CH3:2].[F:7][C:8]1[CH:9]=[CH:10][C:11]([NH:14][NH2:15])=[N:12][CH:13]=1, predict the reaction product.